Dataset: Full USPTO retrosynthesis dataset with 1.9M reactions from patents (1976-2016). Task: Predict the reactants needed to synthesize the given product. (1) Given the product [CH:78]1[CH:79]=[CH:80][C:81]([O:94][CH2:25][CH2:30][O:31][C:32]2[CH:33]=[CH:34][CH:35]=[CH:36][C:37]=2[N:120]([CH2:125][C:126]([OH:128])=[O:127])[CH2:121][C:122]([OH:124])=[O:123])=[C:82]([N:149]([CH2:154][C:155]([OH:157])=[O:156])[CH2:150][C:151]([OH:153])=[O:152])[CH:83]=1, predict the reactants needed to synthesize it. The reactants are: P([O-])([O-])([O-])=O.[Ca+2].P([O-])([O-])([O-])=O.[Ca+2].[Ca+2].[Ca].C1C=C2C(OC3([C:37]4[C:32](=[CH:33][C:34](O)=[C:35](CN(CC(O)=O)CC(O)=O)[CH:36]=4)[O:31][C:30]4[C:25]3=CC(CN(CC(O)=O)CC(O)=O)=C(O)C=4)C2=CC=1)=O.CC1C=C(C2([C:78]3[CH:83]=[C:82](CN(CC(O)=O)CC(O)=O)[C:81]([OH:94])=[C:80](C)[CH:79]=3)OS(=O)(=O)C3C2=CC=CC=3)C=C(CN(CC(O)=O)CC(O)=O)C=1O.CC1C2C=CC(O)=C(C[N:120]([CH2:125][C:126]([OH:128])=[O:127])[CH2:121][C:122]([OH:124])=[O:123])C=2OC(=O)C=1.C1C=C2C(C3C(C(=O)C2=CC=1)=C(O)C(O)=C(C[N:149]([CH2:154][C:155]([OH:157])=[O:156])[CH2:150][C:151]([OH:153])=[O:152])C=3)=O.C[C@@H]1[C@@H]2C(=C(O)[C@]3(O)C(=O)C(C(N)=O)=C(O)[C@@H](N(C)C)[C@@H]3[C@H]2O)C(=O)C2C(O)=CC=CC1=2.C[C@]1(O)[C@@H]2C(=C(O)[C@]3(O)C(=O)C(C(N)=O)=C(O)[C@@H](N(C)C)[C@@H]3[C@H]2O)C(=O)C2C(O)=CC=CC1=2.C[C@]1(O)[C@@H]2C(=C(O)[C@]3(O)C(=O)C(C(NCN4CCCC4)=O)=C(O)[C@@H](N(C)C)[C@@H]3C2)C(=O)C2C(O)=CC=CC1=2. (2) Given the product [Cl:1][C:2]1[CH:3]=[CH:4][C:5]([O:25][CH:26]([F:28])[F:27])=[C:6]([C:8]2[C:13]([O:14][CH3:15])=[CH:12][N:11]([CH:16]([CH2:22][CH3:23])[C:17]([OH:19])=[O:18])[C:10](=[O:24])[CH:9]=2)[CH:7]=1, predict the reactants needed to synthesize it. The reactants are: [Cl:1][C:2]1[CH:3]=[CH:4][C:5]([O:25][CH:26]([F:28])[F:27])=[C:6]([C:8]2[C:13]([O:14][CH3:15])=[CH:12][N:11]([CH:16]([CH2:22][CH3:23])[C:17]([O:19]CC)=[O:18])[C:10](=[O:24])[CH:9]=2)[CH:7]=1.[OH-].[Li+]. (3) Given the product [Cl-:21].[C:18]([O:2][C:3]1[CH:11]=[C:10]2[C:6]([CH2:7][CH2:8][CH:9]2[CH2:12][C:13]2[N:14]=[CH:15][NH2+:16][CH:17]=2)=[CH:5][CH:4]=1)(=[O:20])[CH3:19], predict the reactants needed to synthesize it. The reactants are: [Cl-].[OH:2][C:3]1[CH:11]=[C:10]2[C:6]([CH2:7][CH2:8][CH:9]2[CH2:12][C:13]2[N:14]=[CH:15][NH2+:16][CH:17]=2)=[CH:5][CH:4]=1.[C:18]([Cl:21])(=[O:20])[CH3:19]. (4) Given the product [C:15]([C:14]1[CH:13]=[CH:12][CH:11]=[C:10]([C:19]2[CH:24]=[CH:23][CH:22]=[C:21]([CH:25]([C:27]3[CH:32]=[CH:31][CH:30]=[CH:29][CH:28]=3)[CH3:26])[N:20]=2)[C:9]=1[OH:8])([CH3:16])([CH3:17])[CH3:18], predict the reactants needed to synthesize it. The reactants are: C([O:8][C:9]1[C:14]([C:15]([CH3:18])([CH3:17])[CH3:16])=[CH:13][CH:12]=[CH:11][C:10]=1[C:19]1[CH:24]=[CH:23][CH:22]=[C:21]([C:25]([C:27]2[CH:32]=[CH:31][CH:30]=[CH:29][CH:28]=2)=[CH2:26])[N:20]=1)C1C=CC=CC=1. (5) Given the product [OH:26][C:23]1([C:5]2[CH:6]=[C:7]([CH3:8])[C:2]([CH3:1])=[CH:3][C:4]=2[NH:9][C:10](=[O:14])[CH2:11][CH2:12][CH3:13])[C:24](=[O:25])[C:18]2[C:19](=[CH:20][CH:15]=[CH:16][CH:17]=2)[C:21]1=[O:22], predict the reactants needed to synthesize it. The reactants are: [CH3:1][C:2]1[CH:3]=[C:4]([NH:9][C:10](=[O:14])[CH2:11][CH2:12][CH3:13])[CH:5]=[CH:6][C:7]=1[CH3:8].[CH:15]1[CH:20]=[C:19]2[C:21]([C:23](O)([OH:26])[C:24](=[O:25])[C:18]2=[CH:17][CH:16]=1)=[O:22].